Regression. Given a peptide amino acid sequence and an MHC pseudo amino acid sequence, predict their binding affinity value. This is MHC class I binding data. From a dataset of Peptide-MHC class I binding affinity with 185,985 pairs from IEDB/IMGT. (1) The peptide sequence is DEAHFTDPSS. The MHC is HLA-A30:01 with pseudo-sequence HLA-A30:01. The binding affinity (normalized) is 0.528. (2) The MHC is HLA-A02:12 with pseudo-sequence HLA-A02:12. The peptide sequence is LRYGNVLDV. The binding affinity (normalized) is 0.0847. (3) The peptide sequence is ATEDPSSGY. The MHC is HLA-A23:01 with pseudo-sequence HLA-A23:01. The binding affinity (normalized) is 0.0847. (4) The peptide sequence is YTMADLVYA. The MHC is HLA-A02:01 with pseudo-sequence HLA-A02:01. The binding affinity (normalized) is 1.00. (5) The MHC is HLA-A68:01 with pseudo-sequence HLA-A68:01. The binding affinity (normalized) is 0.257. The peptide sequence is TQNVLYENQK. (6) The peptide sequence is QYGSFCTQL. The MHC is HLA-A26:01 with pseudo-sequence HLA-A26:01. The binding affinity (normalized) is 0.